Dataset: Reaction yield outcomes from USPTO patents with 853,638 reactions. Task: Predict the reaction yield, written as a fraction of the theoretical maximum amount of product (1.0 means a 100% yield; for example, 0.34 means a 34% yield). (1) The reactants are [CH2:1]([C:4]1([CH2:33][CH:34]=C)[S:9](=[O:11])(=[O:10])[CH2:8][C@:7]([C:13]2[CH:18]=[C:17]([Br:19])[CH:16]=[CH:15][C:14]=2[F:20])([CH3:12])[N:6]([CH2:21][C:22]2[CH:27]=[CH:26][C:25]([O:28][CH3:29])=[CH:24][C:23]=2[O:30][CH3:31])[C:5]1=[O:32])[CH:2]=C. The catalyst is ClCCl. The product is [Br:19][C:17]1[CH:16]=[CH:15][C:14]([F:20])=[C:13]([C@@:7]2([CH3:12])[N:6]([CH2:21][C:22]3[CH:27]=[CH:26][C:25]([O:28][CH3:29])=[CH:24][C:23]=3[O:30][CH3:31])[C:5](=[O:32])[C:4]3([CH2:33][CH:34]=[CH:2][CH2:1]3)[S:9](=[O:11])(=[O:10])[CH2:8]2)[CH:18]=1. The yield is 0.793. (2) The reactants are [C:1]1([C:7]#[CH:8])[CH:6]=[CH:5][CH:4]=[CH:3][CH:2]=1.Br[C:10]1[CH:15]=[CH:14][N:13]=[C:12]([C:16]([OH:18])=[O:17])[CH:11]=1.C(N(CC)CC)C. The catalyst is Cl[Pd](Cl)([P](C1C=CC=CC=1)(C1C=CC=CC=1)C1C=CC=CC=1)[P](C1C=CC=CC=1)(C1C=CC=CC=1)C1C=CC=CC=1.[Cu]I.CN(C=O)C. The product is [C:1]1([C:7]#[C:8][C:10]2[CH:15]=[CH:14][N:13]=[C:12]([C:16]([OH:18])=[O:17])[CH:11]=2)[CH:6]=[CH:5][CH:4]=[CH:3][CH:2]=1. The yield is 0.920. (3) The reactants are [Na].[OH:2][CH2:3][CH:4]1[O:9][CH2:8][CH2:7][N:6]([C:10]2[N:11]=[C:12]([CH2:17][C:18]([OH:20])=O)[NH:13][C:14](=[O:16])[CH:15]=2)[CH2:5]1.[Cl:21][C:22]1[CH:30]=[CH:29][CH:28]=[C:27]2[C:23]=1[CH2:24][CH2:25][NH:26]2.Cl.CN(C)CCCN=C=NCC. The catalyst is CN(C)C=O.N1C=CC=CC=1. The product is [Cl:21][C:22]1[CH:30]=[CH:29][CH:28]=[C:27]2[C:23]=1[CH2:24][CH2:25][N:26]2[C:18](=[O:20])[CH2:17][C:12]1[NH:13][C:14](=[O:16])[CH:15]=[C:10]([N:6]2[CH2:7][CH2:8][O:9][CH:4]([CH2:3][OH:2])[CH2:5]2)[N:11]=1. The yield is 0.310. (4) The reactants are Cl.[N:2]1[CH:7]=[CH:6][C:5]([C:8]2[CH:16]=[CH:15][C:11]([C:12]([OH:14])=O)=[CH:10][CH:9]=2)=[CH:4][CH:3]=1.[C:17]([O:21][C:22](=[O:35])[NH:23][CH2:24][CH2:25][NH:26][CH2:27][C:28]1[CH:33]=[CH:32][C:31]([Cl:34])=[CH:30][CH:29]=1)([CH3:20])([CH3:19])[CH3:18].C1C=CC2N(O)N=NC=2C=1.CCN=C=NCCCN(C)C.C(N(CC)CC)C. The catalyst is CN(C=O)C. The product is [C:17]([O:21][C:22](=[O:35])[NH:23][CH2:24][CH2:25][N:26]([CH2:27][C:28]1[CH:33]=[CH:32][C:31]([Cl:34])=[CH:30][CH:29]=1)[C:12](=[O:14])[C:11]1[CH:10]=[CH:9][C:8]([C:5]2[CH:4]=[CH:3][N:2]=[CH:7][CH:6]=2)=[CH:16][CH:15]=1)([CH3:20])([CH3:18])[CH3:19]. The yield is 0.930. (5) The product is [Cl:22][C:3]1[CH:4]=[C:5]([C:19]([NH2:21])=[O:20])[C:6]2[NH:7][C:8]3[C:13]([C:14]=2[C:2]=1[C:37]1[CH:38]=[CH:39][CH:40]=[C:35]([N:30]2[C:31](=[O:34])[CH:32]=[C:33]4[C:24]([Cl:23])=[CH:25][CH:26]=[CH:27][N:28]4[C:29]2=[O:51])[C:36]=1[CH3:50])=[CH:12][CH:11]=[C:10]([C:15]([OH:18])([CH3:17])[CH3:16])[CH:9]=3. The reactants are Br[C:2]1[C:14]2[C:13]3[C:8](=[CH:9][C:10]([C:15]([OH:18])([CH3:17])[CH3:16])=[CH:11][CH:12]=3)[NH:7][C:6]=2[C:5]([C:19]([NH2:21])=[O:20])=[CH:4][C:3]=1[Cl:22].[Cl:23][C:24]1[C:33]2[N:28]([C:29](=[O:51])[N:30]([C:35]3[CH:40]=[CH:39][CH:38]=[C:37](B4OC(C)(C)C(C)(C)O4)[C:36]=3[CH3:50])[C:31](=[O:34])[CH:32]=2)[CH:27]=[CH:26][CH:25]=1.C([O-])([O-])=O.[Cs+].[Cs+]. The catalyst is C1COCC1.O.CCOC(C)=O.C1C=CC(P(C2C=CC=CC=2)[C-]2C=CC=C2)=CC=1.C1C=CC(P(C2C=CC=CC=2)[C-]2C=CC=C2)=CC=1.Cl[Pd]Cl.[Fe+2].C(Cl)Cl. The yield is 0.690. (6) The reactants are [Br:1][C:2]1[CH:3]=[C:4]([NH:10][C:11]2[CH:16]=[CH:15][C:14]([N:17]3[CH2:22][CH2:21][NH:20][CH2:19][CH2:18]3)=[CH:13][N:12]=2)[C:5](=[O:9])[N:6]([CH3:8])[CH:7]=1.[CH3:23][C:24]([CH3:26])=O.[BH-](OC(C)=O)(OC(C)=O)OC(C)=O.[Na+].O. The catalyst is CO.C(O)(=O)C. The product is [Br:1][C:2]1[CH:3]=[C:4]([NH:10][C:11]2[CH:16]=[CH:15][C:14]([N:17]3[CH2:22][CH2:21][N:20]([CH:24]([CH3:26])[CH3:23])[CH2:19][CH2:18]3)=[CH:13][N:12]=2)[C:5](=[O:9])[N:6]([CH3:8])[CH:7]=1. The yield is 0.810. (7) The reactants are O[C@H:2]1[CH2:6][N:5]([C:7]([O:9][C:10]([CH3:13])([CH3:12])[CH3:11])=[O:8])[C@H:4]([C:14]2[NH:15][C:16]([C:19]3[CH:24]=[CH:23][C:22]([B:25]4[O:29]C(C)(C)C(C)(C)[O:26]4)=[CH:21][CH:20]=3)=[CH:17][N:18]=2)[CH2:3]1.COCCN(S(F)(F)[F:44])CCOC.C(=O)(O)[O-].[Na+]. The catalyst is C(Cl)Cl. The product is [C:10]([O:9][C:7]([N:5]1[CH2:6][C@@H:2]([F:44])[CH2:3][C@H:4]1[C:14]1[NH:15][C:16]([C:19]2[CH:24]=[CH:23][C:22]([B:25]([OH:29])[OH:26])=[CH:21][CH:20]=2)=[CH:17][N:18]=1)=[O:8])([CH3:13])([CH3:12])[CH3:11]. The yield is 0.370. (8) The reactants are FC(F)(F)C(O)=O.[CH3:8][C:9]1([CH3:27])[C:13]([CH3:15])([CH3:14])[O:12][B:11]([C:16]2[CH:17]=[CH:18][C:19]3[O:25][CH2:24][CH2:23][N:22]=[CH:21][C:20]=3[CH:26]=2)[O:10]1.Cl[C:29]1[C:34]([CH2:35][C:36]2[CH:41]=[CH:40][C:39]([F:42])=[CH:38][CH:37]=2)=[C:33]([CH3:43])[N:32]=[CH:31][N:30]=1.C(N(CC)C(C)C)(C)C. The catalyst is CN1CCCC1=O. The product is [F:42][C:39]1[CH:38]=[CH:37][C:36]([CH2:35][C:34]2[C:29]([N:22]3[CH2:21][C:20]4[CH:26]=[C:16]([B:11]5[O:10][C:9]([CH3:27])([CH3:8])[C:13]([CH3:14])([CH3:15])[O:12]5)[CH:17]=[CH:18][C:19]=4[O:25][CH2:24][CH2:23]3)=[N:30][CH:31]=[N:32][C:33]=2[CH3:43])=[CH:41][CH:40]=1. The yield is 0.420. (9) The reactants are [C:1]([O:5][C:6](=[O:34])[CH:7]([NH:21][C:22]1[C:27]([NH2:28])=[CH:26][N:25]=[C:24]([N:29]([CH2:32][CH3:33])[CH2:30][CH3:31])[N:23]=1)[CH2:8][C:9]1[CH:14]=[CH:13][C:12]([O:15][C:16](=[O:20])[N:17]([CH3:19])[CH3:18])=[CH:11][CH:10]=1)([CH3:4])([CH3:3])[CH3:2].[F:35][C:36]1[CH:41]=[CH:40][C:39]([S:42](Cl)(=[O:44])=[O:43])=[CH:38][CH:37]=1.CN(C)CCCN. The catalyst is N1C=CC=CC=1. The product is [C:1]([O:5][C:6](=[O:34])[CH:7]([NH:21][C:22]1[C:27]([NH:28][S:42]([C:39]2[CH:40]=[CH:41][C:36]([F:35])=[CH:37][CH:38]=2)(=[O:44])=[O:43])=[CH:26][N:25]=[C:24]([N:29]([CH2:30][CH3:31])[CH2:32][CH3:33])[N:23]=1)[CH2:8][C:9]1[CH:14]=[CH:13][C:12]([O:15][C:16](=[O:20])[N:17]([CH3:18])[CH3:19])=[CH:11][CH:10]=1)([CH3:3])([CH3:4])[CH3:2]. The yield is 0.770. (10) The reactants are [Cl-].O[NH3+:3].[C:4](=[O:7])([O-])[OH:5].[Na+].CS(C)=O.[OH:13][CH2:14][C:15]([CH3:50])([CH3:49])[O:16][C:17]1[CH:22]=[CH:21][C:20]([N:23]2[C:28](=[O:29])[C:27]([CH2:30][C:31]3[CH:36]=[CH:35][C:34]([C:37]4[C:38]([C:43]#[N:44])=[CH:39][CH:40]=[CH:41][CH:42]=4)=[CH:33][CH:32]=3)=[C:26]([CH2:45][CH2:46][CH3:47])[N:25]=[C:24]2[CH3:48])=[CH:19][CH:18]=1. The catalyst is O.C(OCC)(=O)C. The product is [OH:13][CH2:14][C:15]([CH3:49])([CH3:50])[O:16][C:17]1[CH:22]=[CH:21][C:20]([N:23]2[C:28](=[O:29])[C:27]([CH2:30][C:31]3[CH:36]=[CH:35][C:34]([C:37]4[CH:42]=[CH:41][CH:40]=[CH:39][C:38]=4[C:43]4[NH:3][C:4](=[O:7])[O:5][N:44]=4)=[CH:33][CH:32]=3)=[C:26]([CH2:45][CH2:46][CH3:47])[N:25]=[C:24]2[CH3:48])=[CH:19][CH:18]=1. The yield is 0.260.